Task: Predict the product of the given reaction.. Dataset: Forward reaction prediction with 1.9M reactions from USPTO patents (1976-2016) The product is: [Br:26][C:8]1[C:7](=[O:18])[N:6]([CH:1]2[CH2:2][CH2:3][CH2:4][CH2:5]2)[C:11]2[N:12]=[C:13]([S:16][CH3:17])[N:14]=[CH:15][C:10]=2[CH:9]=1. Given the reactants [CH:1]1([N:6]2[C:11]3[N:12]=[C:13]([S:16][CH3:17])[N:14]=[CH:15][C:10]=3[CH:9]=[CH:8][C:7]2=[O:18])[CH2:5][CH2:4][CH2:3][CH2:2]1.C1C(=O)N([Br:26])C(=O)C1.O, predict the reaction product.